Dataset: Peptide-MHC class II binding affinity with 134,281 pairs from IEDB. Task: Regression. Given a peptide amino acid sequence and an MHC pseudo amino acid sequence, predict their binding affinity value. This is MHC class II binding data. (1) The binding affinity (normalized) is 0.357. The MHC is DRB1_0701 with pseudo-sequence DRB1_0701. The peptide sequence is FWAVRGGGGESFGIV. (2) The peptide sequence is MRKPQQGASGVVRVW. The MHC is H-2-IAd with pseudo-sequence H-2-IAd. The binding affinity (normalized) is 0.128. (3) The peptide sequence is FNLIDTKCYKLEH. The MHC is DRB1_0701 with pseudo-sequence DRB1_0701. The binding affinity (normalized) is 0.345. (4) The binding affinity (normalized) is 0.702. The MHC is DRB1_0101 with pseudo-sequence DRB1_0101. The peptide sequence is EKKYFAATQMEPLAA. (5) The peptide sequence is AGWLFHVRGARRSGD. The MHC is DRB4_0103 with pseudo-sequence DRB4_0103. The binding affinity (normalized) is 0.898. (6) The peptide sequence is VNVQTKPSLFKVRNG. The MHC is DRB1_0801 with pseudo-sequence DRB1_0801. The binding affinity (normalized) is 0.470. (7) The peptide sequence is AFKVAATAANASPAN. The MHC is DRB1_1001 with pseudo-sequence DRB1_1001. The binding affinity (normalized) is 0.979. (8) The peptide sequence is YDKFLANVSTVITGK. The MHC is DRB1_0401 with pseudo-sequence DRB1_0401. The binding affinity (normalized) is 0.377. (9) The peptide sequence is GITDRDFIEGVHGGT. The MHC is DRB4_0101 with pseudo-sequence DRB4_0103. The binding affinity (normalized) is 0.153. (10) The peptide sequence is KKKVPWDQVVMTSLALV. The MHC is DRB1_0301 with pseudo-sequence DRB1_0301. The binding affinity (normalized) is 0.573.